Dataset: Reaction yield outcomes from USPTO patents with 853,638 reactions. Task: Predict the reaction yield, written as a fraction of the theoretical maximum amount of product (1.0 means a 100% yield; for example, 0.34 means a 34% yield). (1) The reactants are [Si]([O:8][CH2:9][CH:10]1[O:15][CH2:14][CH2:13][N:12]([CH2:16][CH2:17][CH2:18][O:19][C:20]2[CH:21]=[CH:22][C:23]3[C:24]4[N:25]([CH2:41][CH2:42][N:43]=4)[C:26]([NH:32][C:33](=[O:40])[C:34]4[CH:39]=[CH:38][CH:37]=[N:36][CH:35]=4)=[N:27][C:28]=3[C:29]=2[O:30][CH3:31])[CH2:11]1)(C(C)(C)C)(C)C.[F-].C([N+](CCCC)(CCCC)CCCC)CCC. The catalyst is C1COCC1.O. The product is [OH:8][CH2:9][CH:10]1[O:15][CH2:14][CH2:13][N:12]([CH2:16][CH2:17][CH2:18][O:19][C:20]2[CH:21]=[CH:22][C:23]3[C:24]4[N:25]([CH2:41][CH2:42][N:43]=4)[C:26]([NH:32][C:33](=[O:40])[C:34]4[CH:39]=[CH:38][CH:37]=[N:36][CH:35]=4)=[N:27][C:28]=3[C:29]=2[O:30][CH3:31])[CH2:11]1. The yield is 0.470. (2) The reactants are [N:1]1([C:7]2[CH:8]=[CH:9][C:10]3[O:14][C:13](B(O)O)=[CH:12][C:11]=3[CH:18]=2)[CH2:6][CH2:5][CH2:4][CH2:3][CH2:2]1.Br[C:20]1[CH:27]=[CH:26][C:23]([CH:24]=[O:25])=[CH:22][CH:21]=1.C(N(CC)CC)C. The catalyst is C(O)C.C1C=CC(P(C2C=CC=CC=2)C2C=CC=CC=2)=CC=1.C1C=CC(P(C2C=CC=CC=2)C2C=CC=CC=2)=CC=1.Cl[Pd]Cl. The product is [N:1]1([C:7]2[CH:8]=[CH:9][C:10]3[O:14][C:13]([C:20]4[CH:27]=[CH:26][C:23]([CH:24]=[O:25])=[CH:22][CH:21]=4)=[CH:12][C:11]=3[CH:18]=2)[CH2:6][CH2:5][CH2:4][CH2:3][CH2:2]1. The yield is 0.280. (3) The reactants are [OH:1][C:2]1[CH:9]=[CH:8][CH:7]=[CH:6][C:3]=1[CH:4]=[O:5].[N+:10]([O-])([OH:12])=[O:11].O. The catalyst is C(O)(=O)C. The product is [OH:1][C:2]1[C:9]([N+:10]([O-:12])=[O:11])=[CH:8][CH:7]=[CH:6][C:3]=1[CH:4]=[O:5]. The yield is 0.260. (4) The reactants are Cl[C:2]1[N:7]=[C:6]([CH3:8])[N:5]=[C:4]([NH2:9])[CH:3]=1.[CH3:10][C:11]1(C)C(C)(C)OB(C=C)O1.C(=O)([O-])[O-].[Na+].[Na+]. The catalyst is O1CCOCC1.O.C1C=CC([P]([Pd]([P](C2C=CC=CC=2)(C2C=CC=CC=2)C2C=CC=CC=2)([P](C2C=CC=CC=2)(C2C=CC=CC=2)C2C=CC=CC=2)[P](C2C=CC=CC=2)(C2C=CC=CC=2)C2C=CC=CC=2)(C2C=CC=CC=2)C2C=CC=CC=2)=CC=1. The product is [CH3:8][C:6]1[N:5]=[C:4]([NH2:9])[CH:3]=[C:2]([CH:10]=[CH2:11])[N:7]=1. The yield is 0.670. (5) The product is [NH2:1][C:2]1[C:3]([C:16]([NH:18][CH3:19])=[O:17])=[N:4][C:5]([C:8]2[CH:13]=[CH:12][CH:11]=[C:10]([C:14]([NH:20][OH:21])=[NH:15])[CH:9]=2)=[CH:6][N:7]=1. The catalyst is C(O)C.O. The reactants are [NH2:1][C:2]1[C:3]([C:16]([NH:18][CH3:19])=[O:17])=[N:4][C:5]([C:8]2[CH:13]=[CH:12][CH:11]=[C:10]([C:14]#[N:15])[CH:9]=2)=[CH:6][N:7]=1.[NH2:20][OH:21]. The yield is 0.720. (6) The reactants are [OH:1][C:2]1[CH:3]=[C:4]2[C:9](=[CH:10][CH:11]=1)[N:8]=[C:7]([N:12]1[CH2:17][CH2:16][CH:15]([C:18]([O:20]C)=[O:19])[CH2:14][CH2:13]1)[N:6]=[CH:5]2.[OH-].[Na+].Cl. The catalyst is CO.CCOC(C)=O. The product is [OH:1][C:2]1[CH:3]=[C:4]2[C:9](=[CH:10][CH:11]=1)[N:8]=[C:7]([N:12]1[CH2:13][CH2:14][CH:15]([C:18]([OH:20])=[O:19])[CH2:16][CH2:17]1)[N:6]=[CH:5]2. The yield is 0.190. (7) The reactants are [CH:1]([C:3]1[CH:8]=[C:7]([O:9][CH3:10])[CH:6]=[CH:5][C:4]=1B(O)O)=[O:2].Br[C:15]1[S:16][C:17]([CH3:20])=[CH:18][N:19]=1.C([O-])([O-])=O.[K+].[K+]. The catalyst is CN(C=O)C.O.C1C=CC([P]([Pd]([P](C2C=CC=CC=2)(C2C=CC=CC=2)C2C=CC=CC=2)([P](C2C=CC=CC=2)(C2C=CC=CC=2)C2C=CC=CC=2)[P](C2C=CC=CC=2)(C2C=CC=CC=2)C2C=CC=CC=2)(C2C=CC=CC=2)C2C=CC=CC=2)=CC=1. The product is [CH3:10][O:9][C:7]1[CH:6]=[CH:5][C:4]([C:15]2[S:16][C:17]([CH3:20])=[CH:18][N:19]=2)=[C:3]([CH:8]=1)[CH:1]=[O:2]. The yield is 0.630. (8) The reactants are COC1C=C2C(N=CC(=O)N2)=CC=1.CS(OCCN1CC[C@H](NC(OC(C)(C)C)=O)[C@H](OC)C1)(=O)=O.[H-].[Na+].[CH3:39][O:40][C@@H:41]1[C@H:46]([NH:47][C:48](=[O:54])[O:49][C:50]([CH3:53])([CH3:52])[CH3:51])[CH2:45][CH2:44][N:43]([CH2:55][CH2:56][N:57]2[C:66]3[C:61](=[CH:62][CH:63]=[C:64]([O:67][CH3:68])[CH:65]=3)[N:60]=[CH:59][C:58]2=[O:69])[CH2:42]1. No catalyst specified. The product is [CH3:39][O:40][C@H:41]1[C@@H:46]([NH:47][C:48](=[O:54])[O:49][C:50]([CH3:53])([CH3:52])[CH3:51])[CH2:45][CH2:44][N:43]([CH2:55][CH2:56][N:57]2[C:66]3[C:61](=[CH:62][CH:63]=[C:64]([O:67][CH3:68])[CH:65]=3)[N:60]=[CH:59][C:58]2=[O:69])[CH2:42]1. The yield is 0.420.